From a dataset of Forward reaction prediction with 1.9M reactions from USPTO patents (1976-2016). Predict the product of the given reaction. (1) Given the reactants [NH2:1][C:2]1[CH:3]=[CH:4][CH:5]=[C:6]2[C:11]=1[N:10]=[CH:9][CH:8]=[CH:7]2.[C:12]([C:16]1[CH:21]=[CH:20][C:19](Br)=[CH:18][CH:17]=1)([CH3:15])([CH3:14])[CH3:13].CC(C)([O-])C.[Na+], predict the reaction product. The product is: [C:12]([C:16]1[CH:21]=[CH:20][C:19]([NH:1][C:2]2[CH:3]=[CH:4][CH:5]=[C:6]3[C:11]=2[NH:10][CH2:9][CH2:8][CH2:7]3)=[CH:18][CH:17]=1)([CH3:15])([CH3:14])[CH3:13]. (2) Given the reactants [NH2:1][CH2:2][C:3]1[C:12](=[O:13])[C:11]2[C:6](=[CH:7][C:8]([Cl:14])=[CH:9][CH:10]=2)[N:5]([C:15]2[CH:20]=[CH:19][CH:18]=[CH:17][CH:16]=2)[CH:4]=1.[F:21][C:22]([F:34])([F:33])[O:23][C:24]1[CH:29]=[CH:28][C:27]([N:30]=[C:31]=[O:32])=[CH:26][CH:25]=1, predict the reaction product. The product is: [F:21][C:22]([F:33])([F:34])[O:23][C:24]1[CH:25]=[CH:26][C:27]([NH:30][C:31]([NH:1][CH2:2][C:3]2[C:12](=[O:13])[C:11]3[C:6](=[CH:7][C:8]([Cl:14])=[CH:9][CH:10]=3)[N:5]([C:15]3[CH:16]=[CH:17][CH:18]=[CH:19][CH:20]=3)[CH:4]=2)=[O:32])=[CH:28][CH:29]=1. (3) Given the reactants Br[C:2]1[CH:7]=[CH:6][C:5]([Br:8])=[CH:4][N:3]=1.[F:9][C:10]([F:24])([F:23])[C:11]1[CH:12]=[C:13]([CH:16]=[C:17]([C:19]([F:22])([F:21])[F:20])[CH:18]=1)[CH2:14][NH2:15].C1(P(C2C=CC=CC=2)C2C=CC3C(=CC=CC=3)C=2C2C3C(=CC=CC=3)C=CC=2P(C2C=CC=CC=2)C2C=CC=CC=2)C=CC=CC=1.CC(C)([O-])C.[Na+].C(=O)(O)[O-].[Na+], predict the reaction product. The product is: [F:9][C:10]([F:23])([F:24])[C:11]1[CH:12]=[C:13]([CH:16]=[C:17]([C:19]([F:22])([F:20])[F:21])[CH:18]=1)[CH2:14][NH:15][C:2]1[CH:7]=[CH:6][C:5]([Br:8])=[CH:4][N:3]=1. (4) The product is: [NH2:6][C:5]1[C:4]([N+:1]([O-:3])=[O:2])=[CH:10][C:9]([N+:11]([O-:13])=[O:12])=[C:8]([N:17]([CH2:18][CH3:19])[CH2:16][CH3:15])[CH:7]=1. Given the reactants [N+:1]([C:4]1[CH:10]=[C:9]([N+:11]([O-:13])=[O:12])[C:8](F)=[CH:7][C:5]=1[NH2:6])([O-:3])=[O:2].[CH3:15][CH2:16][N:17](C(C)C)[CH:18](C)[CH3:19].C(NCC)C.O, predict the reaction product. (5) Given the reactants Br[CH2:2][C:3]1[C:10]([CH2:11]Br)=[CH:9][CH:8]=[CH:7][C:4]=1[C:5]#[N:6].[C:13]1([C:19]([NH2:32])([C:26]2[CH:31]=[CH:30][CH:29]=[CH:28][CH:27]=2)[C:20]2[CH:25]=[CH:24][CH:23]=[CH:22][CH:21]=2)[CH:18]=[CH:17][CH:16]=[CH:15][CH:14]=1, predict the reaction product. The product is: [C:19]([N:32]1[CH2:2][C:3]2[C:4]([C:5]#[N:6])=[CH:7][CH:8]=[CH:9][C:10]=2[CH2:11]1)([C:20]1[CH:25]=[CH:24][CH:23]=[CH:22][CH:21]=1)([C:26]1[CH:27]=[CH:28][CH:29]=[CH:30][CH:31]=1)[C:13]1[CH:18]=[CH:17][CH:16]=[CH:15][CH:14]=1. (6) The product is: [Br:5][C:6]1[C:11]([C:12]2[CH:17]=[CH:16][C:15]([F:18])=[CH:14][CH:13]=2)=[C:10]([F:19])[C:9]([O:20][CH:2]([CH3:4])[CH3:3])=[C:8]([CH:21]=[O:22])[CH:7]=1. Given the reactants I[CH:2]([CH3:4])[CH3:3].[Br:5][C:6]1[C:11]([C:12]2[CH:17]=[CH:16][C:15]([F:18])=[CH:14][CH:13]=2)=[C:10]([F:19])[C:9]([OH:20])=[C:8]([CH:21]=[O:22])[CH:7]=1.C(=O)([O-])[O-].[K+].[K+], predict the reaction product. (7) Given the reactants [OH:1][C:2]1[N:6]([C:7]2[CH:12]=[CH:11][CH:10]=[CH:9][C:8]=2[CH3:13])[N:5]=[C:4]([C:14]([O:16][CH2:17][CH3:18])=[O:15])[CH:3]=1.C1C=CC(N([S:26]([C:29]([F:32])([F:31])[F:30])(=[O:28])=[O:27])[S:26]([C:29]([F:32])([F:31])[F:30])(=[O:28])=[O:27])=CC=1.C(N(CC)CC)C.O, predict the reaction product. The product is: [CH3:13][C:8]1[CH:9]=[CH:10][CH:11]=[CH:12][C:7]=1[N:6]1[C:2]([O:1][S:26]([C:29]([F:32])([F:31])[F:30])(=[O:28])=[O:27])=[CH:3][C:4]([C:14]([O:16][CH2:17][CH3:18])=[O:15])=[N:5]1. (8) Given the reactants [Cl:1][C:2]1[N:9]=[C:8](Cl)[CH:7]=[CH:6][C:3]=1[C:4]#[N:5].[NH2:11][C:12]1[CH:17]=[CH:16][C:15](B(O)O)=[CH:14][CH:13]=1.C(=O)(O)[O-].[Na+].O, predict the reaction product. The product is: [NH2:11][C:12]1[CH:17]=[CH:16][C:15]([C:8]2[CH:7]=[CH:6][C:3]([C:4]#[N:5])=[C:2]([Cl:1])[N:9]=2)=[CH:14][CH:13]=1. (9) Given the reactants [CH3:1][C:2]1[CH:11]=[CH:10][C:9]2[C:4](=[CH:5][CH:6]=[CH:7][C:8]=2[O:12][CH2:13][CH2:14][N:15]2[CH2:20][CH2:19][CH:18]([CH2:21][C:22]3[CH:23]=[C:24]([CH:28]=[CH:29][CH:30]=3)[C:25](O)=[O:26])[CH2:17][CH2:16]2)[N:3]=1.[CH3:31][NH:32][CH:33]([CH3:35])[CH3:34], predict the reaction product. The product is: [CH:33]([N:32]([CH3:31])[C:25](=[O:26])[C:24]1[CH:28]=[CH:29][CH:30]=[C:22]([CH2:21][CH:18]2[CH2:19][CH2:20][N:15]([CH2:14][CH2:13][O:12][C:8]3[CH:7]=[CH:6][CH:5]=[C:4]4[C:9]=3[CH:10]=[CH:11][C:2]([CH3:1])=[N:3]4)[CH2:16][CH2:17]2)[CH:23]=1)([CH3:35])[CH3:34].